This data is from CYP2C19 inhibition data for predicting drug metabolism from PubChem BioAssay. The task is: Regression/Classification. Given a drug SMILES string, predict its absorption, distribution, metabolism, or excretion properties. Task type varies by dataset: regression for continuous measurements (e.g., permeability, clearance, half-life) or binary classification for categorical outcomes (e.g., BBB penetration, CYP inhibition). Dataset: cyp2c19_veith. (1) The molecule is C[C@H](Nc1ncnc2sc3c(c12)CCC3)C(=O)O. The result is 0 (non-inhibitor). (2) The drug is CN1CCN(CCCN2c3ccccc3Sc3ccc(S(=O)(=O)N(C)C)cc32)CC1.CS(=O)(=O)O.CS(=O)(=O)O. The result is 0 (non-inhibitor). (3) The compound is Clc1ccccc1-c1nc(NCc2cccnc2)c2ccccc2n1. The result is 1 (inhibitor). (4) The drug is O=C(NCCCN1CCc2ccccc2C1)Nc1ccc(Cl)cc1. The result is 1 (inhibitor). (5) The drug is O=C(NC1CCN(Cc2ccccc2)CC1)c1ccc(I)cc1. The result is 1 (inhibitor). (6) The result is 1 (inhibitor). The drug is C=C1C(=O)C=C2CN(C(=O)c3ccccc3)[C@@](Cc3ccc(OC)cc3)(C(=O)OC)[C@@H]12.